Predict the reactants needed to synthesize the given product. From a dataset of Full USPTO retrosynthesis dataset with 1.9M reactions from patents (1976-2016). (1) The reactants are: [NH:1]1[CH:5]=[CH:4][CH:3]=[C:2]1[CH:6]=O.[CH:8]([P:11]([CH:15]([CH3:17])[CH3:16])[CH2:12][CH2:13][NH2:14])([CH3:10])[CH3:9]. Given the product [NH:1]1[CH:5]=[CH:4][CH:3]=[C:2]1[CH:6]=[N:14][CH2:13][CH2:12][P:11]([CH:15]([CH3:17])[CH3:16])[CH:8]([CH3:10])[CH3:9], predict the reactants needed to synthesize it. (2) Given the product [C:25]([O:32][C:14]1[CH:15]=[CH:16][CH:17]=[C:18]([C:24]2[CH:23]=[CH:22][C:21]([Br:20])=[CH:26][C:25]=2[CH3:27])[CH:19]=1)([CH3:27])([CH3:26])[CH3:24], predict the reactants needed to synthesize it. The reactants are: [C:14]1(P([C:14]2[CH:19]=[CH:18][CH:17]=[CH:16][CH:15]=2)[C:14]2[CH:19]=[CH:18][CH:17]=[CH:16][CH:15]=2)[CH:19]=[CH:18][CH:17]=[CH:16][CH:15]=1.[Br:20][C:21]1[CH:22]=[CH:23][C:24](I)=[C:25]([CH3:27])[CH:26]=1.B(O)O.[OH2:32]. (3) Given the product [F:1][C:2]1[CH:3]=[C:4]([C:8]2[NH:33][C:10](/[CH:13]=[CH:14]/[C:15]3[CH:20]=[CH:19][C:18]([N:21]4[CH:25]=[C:24]([CH3:26])[N:23]=[CH:22]4)=[C:17]([O:27][CH3:28])[CH:16]=3)=[N:11][N:12]=2)[CH:5]=[CH:6][CH:7]=1, predict the reactants needed to synthesize it. The reactants are: [F:1][C:2]1[CH:3]=[C:4]([C:8]2O[C:10](/[CH:13]=[CH:14]/[C:15]3[CH:20]=[CH:19][C:18]([N:21]4[CH:25]=[C:24]([CH3:26])[N:23]=[CH:22]4)=[C:17]([O:27][CH3:28])[CH:16]=3)=[N:11][N:12]=2)[CH:5]=[CH:6][CH:7]=1.C([O-])(=O)C.[NH4+:33]. (4) Given the product [NH2:1][C:2]1[S:3][C@:4]2([CH2:20][OH:21])[C@H:6]([C@:7]([C:10]3[CH:15]=[C:14]([Br:16])[CH:13]=[CH:12][C:11]=3[F:17])([CH3:9])[N:8]=1)[C:5]2([F:19])[F:18], predict the reactants needed to synthesize it. The reactants are: [NH2:1][C:2]1[S:3][C@:4]2([C:20](OC)=[O:21])[C@H:6]([C@:7]([C:10]3[CH:15]=[C:14]([Br:16])[CH:13]=[CH:12][C:11]=3[F:17])([CH3:9])[N:8]=1)[C:5]2([F:19])[F:18].[BH4-].[Li+].CO. (5) Given the product [CH3:3][CH:2]([CH3:4])[C:1]([NH:6][C:7]1[CH:12]=[CH:11][C:10]([CH:13]2[CH2:18][CH2:17][NH:16][CH2:15][CH2:14]2)=[CH:9][CH:8]=1)=[O:5], predict the reactants needed to synthesize it. The reactants are: [C:1]([NH:6][C:7]1[CH:12]=[CH:11][C:10]([CH:13]2[CH2:18][CH2:17][N:16](C(OC(C)(C)C)=O)[CH2:15][CH2:14]2)=[CH:9][CH:8]=1)(=[O:5])[CH:2]([CH3:4])[CH3:3].C(O)(C(F)(F)F)=O.[OH-].[K+]. (6) The reactants are: [N:1]([C:4]1[CH:5]=[CH:6][CH:7]=[C:8]2[C:13]=1[N:12]=[C:11]([C:14]1[CH:19]=[CH:18][CH:17]=[C:16]([O:20][C:21]([F:24])([F:23])[F:22])[CH:15]=1)[CH:10]=[CH:9]2)=[C:2]=[O:3].[NH2:25][C:26]1[S:27][CH:28]=[CH:29][N:30]=1. Given the product [S:27]1[CH:28]=[CH:29][N:30]=[C:26]1[NH:25][C:2]([NH:1][C:4]1[CH:5]=[CH:6][CH:7]=[C:8]2[C:13]=1[N:12]=[C:11]([C:14]1[CH:19]=[CH:18][CH:17]=[C:16]([O:20][C:21]([F:24])([F:22])[F:23])[CH:15]=1)[CH:10]=[CH:9]2)=[O:3], predict the reactants needed to synthesize it. (7) Given the product [F:1][C:2]([F:13])([F:12])[C:3]1[C:8]([C:9]([Cl:16])=[O:10])=[CH:7][N:6]=[CH:5][CH:4]=1, predict the reactants needed to synthesize it. The reactants are: [F:1][C:2]([F:13])([F:12])[C:3]1[C:8]([C:9](O)=[O:10])=[CH:7][N:6]=[CH:5][CH:4]=1.S(Cl)([Cl:16])=O.CN(C)C=O. (8) Given the product [CH3:13][C:12]1[C:3]2[CH:4]=[C:5]([C:6]([O:8][CH3:9])=[O:7])[CH:10]=[CH:11][C:2]=2[O:1][N:14]=1, predict the reactants needed to synthesize it. The reactants are: [OH:1][C:2]1[CH:11]=[CH:10][C:5]([C:6]([O:8][CH3:9])=[O:7])=[CH:4][C:3]=1[C:12](=[NH:14])[CH3:13].C1C(=O)N(Cl)C(=O)C1.C(=O)([O-])[O-].[K+].[K+].